Predict the reaction yield, written as a fraction of the theoretical maximum amount of product (1.0 means a 100% yield; for example, 0.34 means a 34% yield). From a dataset of Reaction yield outcomes from USPTO patents with 853,638 reactions. The reactants are Br[C:2]1[S:3][C:4]([S:10]([CH3:13])(=[O:12])=[O:11])=[CH:5][C:6]=1[N+:7]([O-:9])=[O:8].[Cl:14][C:15]1[CH:20]=[C:19]([Cl:21])[CH:18]=[CH:17][C:16]=1[SH:22]. No catalyst specified. The product is [Cl:14][C:15]1[CH:20]=[C:19]([Cl:21])[CH:18]=[CH:17][C:16]=1[S:22][C:2]1[S:3][C:4]([S:10]([CH3:13])(=[O:12])=[O:11])=[CH:5][C:6]=1[N+:7]([O-:9])=[O:8]. The yield is 0.250.